Dataset: Forward reaction prediction with 1.9M reactions from USPTO patents (1976-2016). Task: Predict the product of the given reaction. (1) Given the reactants Br[CH2:2][C:3]1[CH:4]=[C:5]([CH:37]=[CH:38][CH:39]=1)[C:6]([NH:8][C:9]1[CH:14]=[CH:13][C:12]([N:15]2[CH2:20][CH2:19][CH2:18][CH2:17][CH2:16]2)=[CH:11][C:10]=1[C:21]([NH:23]/[N:24]=[CH:25]/[C:26]1[CH:31]=[CH:30][C:29]([Cl:32])=[C:28]([C:33]([F:36])([F:35])[F:34])[CH:27]=1)=[O:22])=[O:7].C(=O)([O-])[O-].[K+].[K+].[I-].[K+].[SH:48][CH2:49][CH2:50][C:51]([OH:53])=[O:52], predict the reaction product. The product is: [Cl:32][C:29]1[CH:30]=[CH:31][C:26](/[CH:25]=[N:24]/[NH:23][C:21]([C:10]2[CH:11]=[C:12]([N:15]3[CH2:20][CH2:19][CH2:18][CH2:17][CH2:16]3)[CH:13]=[CH:14][C:9]=2[NH:8][C:6]([C:5]2[CH:4]=[C:3]([CH:39]=[CH:38][CH:37]=2)[CH2:2][S:48][CH2:49][CH2:50][C:51]([OH:53])=[O:52])=[O:7])=[O:22])=[CH:27][C:28]=1[C:33]([F:36])([F:35])[F:34]. (2) Given the reactants P(Cl)(Cl)(Cl)=O.CN(C)[CH:8]=[O:9].[OH:11][C@H:12]([CH2:25][N:26]1[CH2:31][CH2:30][O:29][CH2:28][CH2:27]1)[CH2:13][N:14]1[CH2:19][CH2:18][C:17]2[NH:20][CH:21]=[C:22]([CH3:23])[C:16]=2[C:15]1=[O:24], predict the reaction product. The product is: [OH:11][C@H:12]([CH2:25][N:26]1[CH2:31][CH2:30][O:29][CH2:28][CH2:27]1)[CH2:13][N:14]1[CH2:19][CH2:18][C:17]2[NH:20][C:21]([CH:8]=[O:9])=[C:22]([CH3:23])[C:16]=2[C:15]1=[O:24]. (3) Given the reactants [C:1]([O:5][C:6]([N:8]1[CH2:14][CH2:13][C:12]2[CH:15]=[C:16]([N+:21]([O-])=O)[C:17]([O:19][CH3:20])=[CH:18][C:11]=2[CH2:10][CH2:9]1)=[O:7])([CH3:4])([CH3:3])[CH3:2], predict the reaction product. The product is: [C:1]([O:5][C:6]([N:8]1[CH2:9][CH2:10][C:11]2[CH:18]=[C:17]([O:19][CH3:20])[C:16]([NH2:21])=[CH:15][C:12]=2[CH2:13][CH2:14]1)=[O:7])([CH3:4])([CH3:3])[CH3:2]. (4) The product is: [N:23]1([C:26]2[CH:32]=[CH:31][C:30]([N:33]3[CH2:34][CH2:35][O:36][CH2:37][CH2:38]3)=[CH:29][C:27]=2[NH:28][C:2]2[C:11]3[C:6](=[CH:7][CH:8]=[C:9]([F:12])[CH:10]=3)[N:5]=[C:4]([C:13]3[CH:18]=[CH:17][CH:16]=[CH:15][N:14]=3)[C:3]=2[CH3:19])[CH2:24][CH2:25][O:20][CH2:21][CH2:22]1. Given the reactants Cl[C:2]1[C:11]2[C:6](=[CH:7][CH:8]=[C:9]([F:12])[CH:10]=2)[N:5]=[C:4]([C:13]2[CH:18]=[CH:17][CH:16]=[CH:15][N:14]=2)[C:3]=1[CH3:19].[O:20]1[CH2:25][CH2:24][N:23]([C:26]2[CH:32]=[CH:31][C:30]([N:33]3[CH2:38][CH2:37][O:36][CH2:35][CH2:34]3)=[CH:29][C:27]=2[NH2:28])[CH2:22][CH2:21]1.Cl.O1CCOCC1, predict the reaction product. (5) Given the reactants [CH2:1]([O:8][C:9](=[O:24])[CH2:10][CH2:11][C@H:12]([C:21]([OH:23])=O)[NH:13][C:14]([O:16][C:17]([CH3:20])([CH3:19])[CH3:18])=[O:15])[C:2]1[CH:7]=[CH:6][CH:5]=[CH:4][CH:3]=1.CCN(C(C)C)C(C)C.CCOC(C(C#N)=NOC(N1CCOCC1)=[N+](C)C)=O.F[P-](F)(F)(F)(F)F.Cl.[CH3:62][O:63][C:64]1[CH:65]=[C:66]([C:72]2[C@@H:81]3[C@@H:76]([CH2:77][CH2:78][CH2:79][CH2:80]3)[C:75](=[O:82])[N:74]([CH:83]3[CH2:88][CH2:87][NH:86][CH2:85][CH2:84]3)[N:73]=2)[CH:67]=[CH:68][C:69]=1[O:70][CH3:71].C(=O)(O)[O-].[Na+], predict the reaction product. The product is: [C:17]([O:16][C:14]([NH:13][C@@H:12]([C:21]([N:86]1[CH2:87][CH2:88][CH:83]([N:74]2[N:73]=[C:72]([C:66]3[CH:67]=[CH:68][C:69]([O:70][CH3:71])=[C:64]([O:63][CH3:62])[CH:65]=3)[C@@H:81]3[C@@H:76]([CH2:77][CH2:78][CH2:79][CH2:80]3)[C:75]2=[O:82])[CH2:84][CH2:85]1)=[O:23])[CH2:11][CH2:10][C:9]([O:8][CH2:1][C:2]1[CH:3]=[CH:4][CH:5]=[CH:6][CH:7]=1)=[O:24])=[O:15])([CH3:18])([CH3:19])[CH3:20]. (6) Given the reactants [CH3:1][O:2][C:3]1[CH:4]=[CH:5][C:6]2[O:10][C:9]([C:11]([OH:13])=O)=[CH:8][C:7]=2[CH:14]=1.[NH2:15][C@H:16]([CH2:21][CH:22]1[CH2:27][CH2:26][CH2:25][CH2:24][CH2:23]1)[C:17]([O:19][CH3:20])=[O:18], predict the reaction product. The product is: [CH:22]1([CH2:21][C@@H:16]([NH:15][C:11]([C:9]2[O:10][C:6]3[CH:5]=[CH:4][C:3]([O:2][CH3:1])=[CH:14][C:7]=3[CH:8]=2)=[O:13])[C:17]([O:19][CH3:20])=[O:18])[CH2:27][CH2:26][CH2:25][CH2:24][CH2:23]1. (7) Given the reactants [C:1]([C:3]1[CH:8]=[CH:7][C:6]([C:9]2(O)[CH2:14][CH2:13][N:12]([C:15]([O:17][C:18]([CH3:21])([CH3:20])[CH3:19])=[O:16])[CH2:11][CH2:10]2)=[CH:5][CH:4]=1)#[N:2].COCCN(S(F)(F)[F:33])CCOC, predict the reaction product. The product is: [C:1]([C:3]1[CH:8]=[CH:7][C:6]([C:9]2([F:33])[CH2:14][CH2:13][N:12]([C:15]([O:17][C:18]([CH3:21])([CH3:20])[CH3:19])=[O:16])[CH2:11][CH2:10]2)=[CH:5][CH:4]=1)#[N:2]. (8) Given the reactants [CH2:1]([C:9](=[CH2:12])[CH:10]=[O:11])[CH2:2][C:3]1[CH:8]=[CH:7][CH:6]=[CH:5][CH:4]=1.Cl([O-])=[O:14].[Na+], predict the reaction product. The product is: [C:3]1([CH2:2][CH2:1][C:9](=[CH2:12])[C:10]([OH:14])=[O:11])[CH:4]=[CH:5][CH:6]=[CH:7][CH:8]=1. (9) Given the reactants S(=O)(=O)(O)[OH:2].N(=[CH:8][C:9]([NH:11][C:12]1[CH:19]=[CH:18][C:15]([O:16][CH3:17])=[CH:14][CH:13]=1)=[O:10])O, predict the reaction product. The product is: [CH3:17][O:16][C:15]1[CH:14]=[C:13]2[C:12](=[CH:19][CH:18]=1)[NH:11][C:9](=[O:10])[C:8]2=[O:2]. (10) Given the reactants Br[C:2]1[CH:7]=[CH:6][C:5]([C:8]2[CH:17]=[C:11]3[N:12]=[C:13]([CH3:16])[CH:14]=[CH:15][N:10]3[N:9]=2)=[CH:4][CH:3]=1.C([O-])(=O)C.[K+].[B:23]1([B:23]2[O:27][C:26]([CH3:29])([CH3:28])[C:25]([CH3:31])([CH3:30])[O:24]2)[O:27][C:26]([CH3:29])([CH3:28])[C:25]([CH3:31])([CH3:30])[O:24]1, predict the reaction product. The product is: [CH3:16][C:13]1[CH:14]=[CH:15][N:10]2[N:9]=[C:8]([C:5]3[CH:6]=[CH:7][C:2]([B:23]4[O:27][C:26]([CH3:29])([CH3:28])[C:25]([CH3:31])([CH3:30])[O:24]4)=[CH:3][CH:4]=3)[CH:17]=[C:11]2[N:12]=1.